Task: Predict the product of the given reaction.. Dataset: Forward reaction prediction with 1.9M reactions from USPTO patents (1976-2016) Given the reactants [Cl:1][CH2:2][CH2:3][CH2:4][O:5][C:6]1[CH:11]=[CH:10][C:9]([C:12]2[S:13][C:14]3[CH2:20][CH2:19][CH2:18][CH:17]([C:21]([O:23]CC)=[O:22])[C:15]=3[N:16]=2)=[CH:8][CH:7]=1.O.[OH-].[Li+], predict the reaction product. The product is: [Cl:1][CH2:2][CH2:3][CH2:4][O:5][C:6]1[CH:7]=[CH:8][C:9]([C:12]2[S:13][C:14]3[CH2:20][CH2:19][CH2:18][CH:17]([C:21]([OH:23])=[O:22])[C:15]=3[N:16]=2)=[CH:10][CH:11]=1.